This data is from NCI-60 drug combinations with 297,098 pairs across 59 cell lines. The task is: Regression. Given two drug SMILES strings and cell line genomic features, predict the synergy score measuring deviation from expected non-interaction effect. (1) Drug 1: C#CCC(CC1=CN=C2C(=N1)C(=NC(=N2)N)N)C3=CC=C(C=C3)C(=O)NC(CCC(=O)O)C(=O)O. Drug 2: CN(CCCl)CCCl.Cl. Cell line: EKVX. Synergy scores: CSS=22.8, Synergy_ZIP=-3.28, Synergy_Bliss=-1.01, Synergy_Loewe=-62.5, Synergy_HSA=0.450. (2) Drug 1: C1=CC=C(C=C1)NC(=O)CCCCCCC(=O)NO. Drug 2: C1=CN(C=N1)CC(O)(P(=O)(O)O)P(=O)(O)O. Cell line: SN12C. Synergy scores: CSS=11.0, Synergy_ZIP=-5.14, Synergy_Bliss=-2.63, Synergy_Loewe=-4.37, Synergy_HSA=-0.488. (3) Drug 1: C1=NNC2=C1C(=O)NC=N2. Drug 2: COC1=C2C(=CC3=C1OC=C3)C=CC(=O)O2. Cell line: KM12. Synergy scores: CSS=0.910, Synergy_ZIP=-3.53, Synergy_Bliss=-5.54, Synergy_Loewe=-4.21, Synergy_HSA=-4.21. (4) Drug 1: CC1=C2C(C(=O)C3(C(CC4C(C3C(C(C2(C)C)(CC1OC(=O)C(C(C5=CC=CC=C5)NC(=O)OC(C)(C)C)O)O)OC(=O)C6=CC=CC=C6)(CO4)OC(=O)C)O)C)O. Drug 2: CCC1(C2=C(COC1=O)C(=O)N3CC4=CC5=C(C=CC(=C5CN(C)C)O)N=C4C3=C2)O.Cl. Cell line: SF-295. Synergy scores: CSS=27.0, Synergy_ZIP=-5.45, Synergy_Bliss=-7.91, Synergy_Loewe=-14.6, Synergy_HSA=-6.68. (5) Drug 1: C1=NC(=NC(=O)N1C2C(C(C(O2)CO)O)O)N. Drug 2: C(CN)CNCCSP(=O)(O)O. Cell line: 786-0. Synergy scores: CSS=4.62, Synergy_ZIP=-5.44, Synergy_Bliss=2.58, Synergy_Loewe=-33.6, Synergy_HSA=-3.03. (6) Drug 1: C1=CN(C(=O)N=C1N)C2C(C(C(O2)CO)O)O.Cl. Drug 2: CN(C(=O)NC(C=O)C(C(C(CO)O)O)O)N=O. Cell line: UACC62. Synergy scores: CSS=13.0, Synergy_ZIP=-5.83, Synergy_Bliss=-0.134, Synergy_Loewe=-7.44, Synergy_HSA=0.214.